From a dataset of NCI-60 drug combinations with 297,098 pairs across 59 cell lines. Regression. Given two drug SMILES strings and cell line genomic features, predict the synergy score measuring deviation from expected non-interaction effect. Drug 1: CCC1(CC2CC(C3=C(CCN(C2)C1)C4=CC=CC=C4N3)(C5=C(C=C6C(=C5)C78CCN9C7C(C=CC9)(C(C(C8N6C)(C(=O)OC)O)OC(=O)C)CC)OC)C(=O)OC)O.OS(=O)(=O)O. Drug 2: C(CCl)NC(=O)N(CCCl)N=O. Cell line: 786-0. Synergy scores: CSS=6.26, Synergy_ZIP=-4.68, Synergy_Bliss=-0.0954, Synergy_Loewe=0.776, Synergy_HSA=0.417.